From a dataset of Full USPTO retrosynthesis dataset with 1.9M reactions from patents (1976-2016). Predict the reactants needed to synthesize the given product. (1) Given the product [F:20][C:21]1[CH:22]=[C:23]([NH:32][C:33]([NH:14][CH2:13][C:12]2[N:8]([C:4]3[CH:3]=[C:2]([CH3:19])[CH:7]=[CH:6][CH:5]=3)[N:9]=[C:10]([C:15]([F:17])([F:16])[F:18])[CH:11]=2)=[O:34])[CH:24]=[CH:25][C:26]=1[N:27]1[CH2:30][CH:29]([OH:31])[CH2:28]1, predict the reactants needed to synthesize it. The reactants are: Cl.[C:2]1([CH3:19])[CH:7]=[CH:6][CH:5]=[C:4]([N:8]2[C:12]([CH2:13][NH2:14])=[CH:11][C:10]([C:15]([F:18])([F:17])[F:16])=[N:9]2)[CH:3]=1.[F:20][C:21]1[CH:22]=[C:23]([NH:32][C:33](=O)[O:34]C2C=CC=CC=2)[CH:24]=[CH:25][C:26]=1[N:27]1[CH2:30][CH:29]([OH:31])[CH2:28]1. (2) Given the product [NH3:5].[CH3:25][OH:24].[F:28][C:29]1[CH:34]=[CH:33][C:32]([CH2:35][CH2:36][C@@H:37]2[NH:38][CH2:39][CH2:40][N:41]([C:7]3[C:6]4[N:5]=[C:4]([CH:1]([CH3:3])[CH3:2])[S:13][C:12]=4[NH:11][C:10]4[CH:14]=[CH:15][CH:16]=[CH:17][C:9]=4[N:8]=3)[CH2:42]2)=[CH:31][CH:30]=1, predict the reactants needed to synthesize it. The reactants are: [CH:1]([C:4]1[S:13][C:12]2[NH:11][C:10]3[CH:14]=[CH:15][CH:16]=[CH:17][C:9]=3[NH:8][C:7](=S)[C:6]=2[N:5]=1)([CH3:3])[CH3:2].FC(F)(F)S([O:24][CH3:25])(=O)=O.[F:28][C:29]1[CH:34]=[CH:33][C:32]([CH2:35][CH2:36][C@H:37]2[CH2:42][NH:41][CH2:40][CH2:39][NH:38]2)=[CH:31][CH:30]=1. (3) Given the product [OH:15][CH2:14][CH2:13][C:2]1[CH:9]=[C:8]([CH3:10])[CH:7]=[C:6]([CH3:11])[C:3]=1[CH:4]=[O:5], predict the reactants needed to synthesize it. The reactants are: O[C:2]1[CH:9]=[C:8]([CH3:10])[CH:7]=[C:6]([CH3:11])[C:3]=1[CH:4]=[O:5].Cl[CH2:13][CH2:14][OH:15].[OH-].[Na+].